Dataset: Forward reaction prediction with 1.9M reactions from USPTO patents (1976-2016). Task: Predict the product of the given reaction. Given the reactants [F:1][C:2]1[CH:7]=[CH:6][C:5]([C:8]([CH3:12])([CH3:11])[CH2:9][OH:10])=[CH:4][CH:3]=1.Cl[C:14]1[CH:19]=[CH:18][N:17]2[C:20]([CH2:23][CH:24]3[CH2:26][CH2:25]3)=[N:21][N:22]=[C:16]2[C:15]=1[C:27]([F:30])([F:29])[F:28], predict the reaction product. The product is: [CH:24]1([CH2:23][C:20]2[N:17]3[CH:18]=[CH:19][C:14]([O:10][CH2:9][C:8]([C:5]4[CH:4]=[CH:3][C:2]([F:1])=[CH:7][CH:6]=4)([CH3:12])[CH3:11])=[C:15]([C:27]([F:28])([F:29])[F:30])[C:16]3=[N:22][N:21]=2)[CH2:26][CH2:25]1.